Predict the product of the given reaction. From a dataset of Forward reaction prediction with 1.9M reactions from USPTO patents (1976-2016). (1) Given the reactants N1C2C(=CC=CC=2)C=N1.[CH3:10][O:11][C:12](=[O:28])[C:13]1[CH:18]=[CH:17][C:16]([N:19]2[CH:27]=[C:26]3[C:21]([CH:22]=[CH:23][CH:24]=[CH:25]3)=[N:20]2)=[CH:15][CH:14]=1, predict the reaction product. The product is: [CH3:10][O:11][C:12](=[O:28])[C:13]1[CH:14]=[CH:15][C:16]([N:19]2[C:27]3[C:26](=[CH:25][CH:24]=[CH:23][CH:22]=3)[CH:21]=[N:20]2)=[CH:17][CH:18]=1. (2) Given the reactants [OH:1][C:2]1[CH:3]=[C:4]([CH:8]=[CH:9][C:10]=1[I:11])[C:5]([OH:7])=O.C(Cl)(=O)C(Cl)=O.[CH2:18]([NH:20][CH2:21][CH3:22])[CH3:19], predict the reaction product. The product is: [CH2:18]([N:20]([CH2:21][CH3:22])[C:5](=[O:7])[C:4]1[CH:8]=[CH:9][C:10]([I:11])=[C:2]([OH:1])[CH:3]=1)[CH3:19].